This data is from Full USPTO retrosynthesis dataset with 1.9M reactions from patents (1976-2016). The task is: Predict the reactants needed to synthesize the given product. (1) Given the product [CH:25]1([NH:30][C:21]([C:15]2[O:14][N:13]=[C:12]([C:4]3[CH:5]=[CH:6][C:7]([C:8]([F:10])([F:11])[F:9])=[C:2]([F:1])[CH:3]=3)[C:16]=2[C:17]([O:19][CH3:20])=[O:18])=[O:23])[CH2:29][CH2:28][CH2:27][CH2:26]1, predict the reactants needed to synthesize it. The reactants are: [F:1][C:2]1[CH:3]=[C:4]([C:12]2[C:16]([C:17]([O:19][CH3:20])=[O:18])=[C:15]([C:21]([O:23]C)=O)[O:14][N:13]=2)[CH:5]=[CH:6][C:7]=1[C:8]([F:11])([F:10])[F:9].[CH:25]1([NH2:30])[CH2:29][CH2:28][CH2:27][CH2:26]1. (2) Given the product [Cl:2][C:3]1[CH:4]=[C:5]2[C:9](=[CH:10][CH:11]=1)[NH:8][CH:7]=[C:6]2[CH2:12][CH2:13][NH:14][C:27](=[O:28])[C:26]([NH:25][C@@H:17]([CH2:18][C:19]1[CH:20]=[CH:21][CH:22]=[CH:23][CH:24]=1)[CH2:16][OH:15])=[O:30], predict the reactants needed to synthesize it. The reactants are: Cl.[Cl:2][C:3]1[CH:4]=[C:5]2[C:9](=[CH:10][CH:11]=1)[NH:8][CH:7]=[C:6]2[CH2:12][CH2:13][NH2:14].[OH:15][CH2:16][C@@H:17]([NH:25][C:26](=[O:30])[C:27](O)=[O:28])[CH2:18][C:19]1[CH:24]=[CH:23][CH:22]=[CH:21][CH:20]=1.CN(C(ON1N=NC2C=CC=NC1=2)=[N+](C)C)C.F[P-](F)(F)(F)(F)F.C(N(CC)C(C)C)(C)C. (3) Given the product [CH2:10]([O:9][C:1](=[O:8])[CH:2]([C:3]([O:5][CH2:6][CH3:7])=[O:4])[CH2:15][C:16]([O:18][C:19]([CH3:22])([CH3:21])[CH3:20])=[O:17])[CH3:11], predict the reactants needed to synthesize it. The reactants are: [C:1]([O:9][CH2:10][CH3:11])(=[O:8])[CH2:2][C:3]([O:5][CH2:6][CH3:7])=[O:4].[H-].[Na+].Br[CH2:15][C:16]([O:18][C:19]([CH3:22])([CH3:21])[CH3:20])=[O:17].C(OCC)(=O)C.